This data is from Forward reaction prediction with 1.9M reactions from USPTO patents (1976-2016). The task is: Predict the product of the given reaction. (1) Given the reactants [C:1]1([C:12]2[CH:17]=[CH:16][CH:15]=[CH:14][CH:13]=2)[CH:6]=[CH:5][CH:4]=[CH:3][C:2]=1[C:7]1[O:8][CH:9]=[N:10][N:11]=1.[Li]CCCC.[C:23](=[O:25])=O.[CH2:26]([C@H:33]1[NH:38][CH2:37][CH2:36][N:35](C(OC(C)(C)C)=O)[CH2:34]1)[C:27]1[CH:32]=[CH:31][CH:30]=[CH:29][CH:28]=1.CCN=C=NCCCN(C)C.C1C=CC2N(O)N=NC=2C=1, predict the reaction product. The product is: [CH2:26]([C@@H:33]1[CH2:34][NH:35][CH2:36][CH2:37][N:38]1[C:23]([C:9]1[O:8][C:7]([C:2]2[CH:3]=[CH:4][CH:5]=[CH:6][C:1]=2[C:12]2[CH:13]=[CH:14][CH:15]=[CH:16][CH:17]=2)=[N:11][N:10]=1)=[O:25])[C:27]1[CH:32]=[CH:31][CH:30]=[CH:29][CH:28]=1. (2) Given the reactants C[O:2][C:3](=[O:38])[CH2:4][CH2:5][NH:6][C:7](=[O:37])[C:8]1[CH:13]=[CH:12][C:11]([CH:14]([O:19][C:20]2[CH:25]=[CH:24][C:23]([C:26]3[CH:31]=[CH:30][C:29]([CH:32]([CH3:34])[CH3:33])=[CH:28][CH:27]=3)=[C:22]([CH:35]=[O:36])[CH:21]=2)[CH2:15][CH:16]([CH3:18])[CH3:17])=[CH:10][CH:9]=1.[BH4-].[Na+], predict the reaction product. The product is: [OH:36][CH2:35][C:22]1[CH:21]=[C:20]([O:19][CH:14]([C:11]2[CH:12]=[CH:13][C:8]([C:7]([NH:6][CH2:5][CH2:4][C:3]([OH:38])=[O:2])=[O:37])=[CH:9][CH:10]=2)[CH2:15][CH:16]([CH3:18])[CH3:17])[CH:25]=[CH:24][C:23]=1[C:26]1[CH:27]=[CH:28][C:29]([CH:32]([CH3:34])[CH3:33])=[CH:30][CH:31]=1. (3) The product is: [C:28]([C:31]1[CH:36]=[CH:35][C:34]([CH:37]2[C:41]3[C:42]([CH3:56])=[C:43]([NH:48][C:49](=[O:55])[CH2:50][C:51]([CH3:53])([CH3:54])[CH3:52])[C:44]([CH3:47])=[C:45]([CH3:46])[C:40]=3[O:39][CH2:38]2)=[CH:33][C:32]=1[O:57][CH3:58])([CH3:29])=[CH2:1]. Given the reactants [CH3:1]C(C)([O-])C.[K+].[I-].C[P+](C1C=CC=CC=1)(C1C=CC=CC=1)C1C=CC=CC=1.[C:28]([C:31]1[CH:36]=[CH:35][C:34]([CH:37]2[C:41]3[C:42]([CH3:56])=[C:43]([NH:48][C:49](=[O:55])[CH2:50][C:51]([CH3:54])([CH3:53])[CH3:52])[C:44]([CH3:47])=[C:45]([CH3:46])[C:40]=3[O:39][CH2:38]2)=[CH:33][C:32]=1[O:57][CH3:58])(=O)[CH3:29].O, predict the reaction product.